Dataset: Full USPTO retrosynthesis dataset with 1.9M reactions from patents (1976-2016). Task: Predict the reactants needed to synthesize the given product. (1) Given the product [CH3:37][O:41][C:42](=[O:70])[NH:43][C@@H:44]([C:64]1[CH:69]=[CH:68][CH:67]=[CH:66][CH:65]=1)[C:45]([N:47]1[CH2:51][CH2:50][CH2:49][C@@H:48]1[C:52](=[O:63])[NH:53][C:54]1[N:55]=[C:56]2[N:60]([CH:61]=1)[CH:59]=[C:58]([Br:62])[S:57]2)=[O:46], predict the reactants needed to synthesize it. The reactants are: Cl.BrC1SC2=NC(N)=CN2C=1.C(OC(N[C@H](C1C=CC=CC=1)C(N1CCC[C@H]1C(O)=O)=O)=O)(C)(C)C.[C:37]([O:41][C:42](=[O:70])[NH:43][C@@H:44]([C:64]1[CH:69]=[CH:68][CH:67]=[CH:66][CH:65]=1)[C:45]([N:47]1[CH2:51][CH2:50][CH2:49][C@H:48]1[C:52](=[O:63])[NH:53][C:54]1[N:55]=[C:56]2[N:60]([CH:61]=1)[CH:59]=[C:58]([Br:62])[S:57]2)=[O:46])(C)(C)C. (2) Given the product [Cl:1][C:2]1[C:3]2[N:4]([C:8]([C:14]3[CH:19]=[CH:18][CH:17]=[C:16]([O:20][CH2:22][C:23]4[CH:28]=[CH:27][CH:26]=[C:25]([S:29]([CH3:32])(=[O:31])=[O:30])[CH:24]=4)[CH:15]=3)=[C:9]([CH:11]([CH3:13])[CH3:12])[N:10]=2)[CH:5]=[CH:6][CH:7]=1, predict the reactants needed to synthesize it. The reactants are: [Cl:1][C:2]1[C:3]2[N:4]([C:8]([C:14]3[CH:15]=[C:16]([OH:20])[CH:17]=[CH:18][CH:19]=3)=[C:9]([CH:11]([CH3:13])[CH3:12])[N:10]=2)[CH:5]=[CH:6][CH:7]=1.Br[CH2:22][C:23]1[CH:28]=[CH:27][CH:26]=[C:25]([S:29]([CH3:32])(=[O:31])=[O:30])[CH:24]=1. (3) Given the product [NH2:1][C:2]1[O:3][CH2:4][C@:5]2([C:19]3[C:14](=[N:15][CH:16]=[C:17]([CH:20]4[CH2:25][CH2:24][O:23][CH2:22][CH2:21]4)[CH:18]=3)[O:13][C:12]3[C:7]2=[CH:8][C:9]([OH:26])=[CH:10][CH:11]=3)[N:6]=1, predict the reactants needed to synthesize it. The reactants are: [NH2:1][C:2]1[O:3][CH2:4][C@:5]2([C:19]3[C:14](=[N:15][CH:16]=[C:17]([C:20]4[CH2:21][CH2:22][O:23][CH2:24][CH:25]=4)[CH:18]=3)[O:13][C:12]3[C:7]2=[CH:8][C:9]([OH:26])=[CH:10][CH:11]=3)[N:6]=1. (4) Given the product [O:1]=[C:2]1[CH2:7][CH2:6][CH2:5][CH2:4][CH:3]1[C:8]([OH:10])=[O:9], predict the reactants needed to synthesize it. The reactants are: [O:1]=[C:2]1[CH2:7][CH2:6][CH2:5][CH2:4][CH:3]1[C:8]([O:10]CC)=[O:9].[OH-].[Na+]. (5) Given the product [CH3:8][C:9]1[CH:10]=[CH:11][C:12]([O:13][C:14]2[CH:19]=[CH:18][C:17]([C:20]3[C:21]4=[N:26][S:4](=[O:6])(=[O:5])[CH2:3][CH2:2][N:22]4[CH:23]=[CH:24][CH:25]=3)=[CH:16][CH:15]=2)=[CH:27][CH:28]=1, predict the reactants needed to synthesize it. The reactants are: Cl[CH2:2][CH2:3][S:4](Cl)(=[O:6])=[O:5].[CH3:8][C:9]1[CH:28]=[CH:27][C:12]([O:13][C:14]2[CH:19]=[CH:18][C:17]([C:20]3[C:21]([NH2:26])=[N:22][CH:23]=[CH:24][CH:25]=3)=[CH:16][CH:15]=2)=[CH:11][CH:10]=1.CCOC(C)=O. (6) Given the product [F:1][C:2]([F:21])([C:7]1[CH:8]=[C:9]2[C:14](=[CH:15][CH:16]=1)[C:13]([CH3:17])([CH3:18])[CH2:12][CH2:11][C:10]2([CH3:20])[CH3:19])[C:3]([OH:5])=[O:4], predict the reactants needed to synthesize it. The reactants are: [F:1][C:2]([F:21])([C:7]1[CH:8]=[C:9]2[C:14](=[CH:15][CH:16]=1)[C:13]([CH3:18])([CH3:17])[CH2:12][CH2:11][C:10]2([CH3:20])[CH3:19])[C:3]([O:5]C)=[O:4].O.[OH-].[Na+]. (7) The reactants are: [CH:1]([C:3]1[C:4]([CH3:16])=[N:5][N:6]([CH3:15])[C:7]=1[S:8][CH2:9][C:10]([O:12]CC)=[O:11])=[O:2].[OH-].[Na+].CO.Cl. Given the product [CH:1]([C:3]1[C:4]([CH3:16])=[N:5][N:6]([CH3:15])[C:7]=1[S:8][CH2:9][C:10]([OH:12])=[O:11])=[O:2], predict the reactants needed to synthesize it. (8) Given the product [CH2:20]([N:8]([CH2:1][C:2]1[CH:7]=[CH:6][CH:5]=[CH:4][CH:3]=1)[CH:9]1[CH2:13][CH:12]([C:14]([OH:16])=[O:15])[CH:11]([CH3:19])[CH2:10]1)[C:21]1[CH:22]=[CH:23][CH:24]=[CH:25][CH:26]=1, predict the reactants needed to synthesize it. The reactants are: [CH2:1]([N:8]([CH2:20][C:21]1[CH:26]=[CH:25][CH:24]=[CH:23][CH:22]=1)[CH:9]1[CH2:13][CH:12]([C:14]([O:16]CC)=[O:15])[CH:11]([CH3:19])[CH2:10]1)[C:2]1[CH:7]=[CH:6][CH:5]=[CH:4][CH:3]=1.O1CCOCC1.